From a dataset of Reaction yield outcomes from USPTO patents with 853,638 reactions. Predict the reaction yield, written as a fraction of the theoretical maximum amount of product (1.0 means a 100% yield; for example, 0.34 means a 34% yield). The catalyst is CN(C=O)C. The yield is 0.110. The product is [CH:20]1([C:5]2([CH2:9][CH2:10][C:11]#[C:12][C:13]3[CH:18]=[CH:17][CH:16]=[C:15]([OH:19])[CH:14]=3)[O:4][C:3](=[O:25])[C:2]([S:26][C:27]3[S:28][CH:29]=[CH:30][N:31]=3)=[C:7]([OH:8])[CH2:6]2)[CH2:24][CH2:23][CH2:22][CH2:21]1. The reactants are Cl[CH:2]1[C:7](=[O:8])[CH2:6][C:5]([CH:20]2[CH2:24][CH2:23][CH2:22][CH2:21]2)([CH2:9][CH2:10][C:11]#[C:12][C:13]2[CH:18]=[CH:17][CH:16]=[C:15]([OH:19])[CH:14]=2)[O:4][C:3]1=[O:25].[SH:26][C:27]1[S:28][CH:29]=[CH:30][N:31]=1.C(N(CC)CC)C.